Task: Predict which catalyst facilitates the given reaction.. Dataset: Catalyst prediction with 721,799 reactions and 888 catalyst types from USPTO (1) Reactant: Cl[C:2]1[C:11]2[C:6](=[CH:7][CH:8]=[CH:9][CH:10]=2)[N:5]=[C:4]2[N:12]([C:16]3[CH:21]=[CH:20][CH:19]=[CH:18][N:17]=3)[N:13]=[C:14]([CH3:15])[C:3]=12.[CH3:22][O-:23].[Na+].CO. Product: [CH3:22][O:23][C:2]1[C:11]2[C:6](=[CH:7][CH:8]=[CH:9][CH:10]=2)[N:5]=[C:4]2[N:12]([C:16]3[CH:21]=[CH:20][CH:19]=[CH:18][N:17]=3)[N:13]=[C:14]([CH3:15])[C:3]=12. The catalyst class is: 7. (2) Reactant: N1[CH:6]=[CH:5][C:4]([C:7]([C:10]2[CH:15]=[CH:14][N:13]=[CH:12][CH:11]=2)(C)C)=[CH:3][CH:2]=1.Br[CH:17](Br)[CH2:18][CH2:19][CH2:20][CH2:17][CH2:18][CH2:19][CH3:20]. Product: [CH2:7]([C:10]1[CH:11]=[CH:12][NH+:13]=[CH:14][CH:15]=1)[CH2:4][CH2:5][CH2:6][CH2:17][CH2:18][CH2:19][CH3:20].[CH3:2][CH2:3][CH3:4]. The catalyst class is: 10. (3) Reactant: [CH3:1][O:2][C:3]1[CH:10]=[CH:9][C:6]([CH:7]=O)=[CH:5][CH:4]=1.[NH2:11][C@@H:12]([CH3:15])[CH2:13][OH:14].CC1C=CC(S(O)(=O)=O)=CC=1. Product: [CH3:1][O:2][C:3]1[CH:10]=[CH:9][C:6](/[CH:7]=[N:11]/[C@@H:12]([CH3:15])[CH2:13][OH:14])=[CH:5][CH:4]=1. The catalyst class is: 11. (4) Reactant: [CH2:1]([O:8][C:9]1[N:14]=[N:13][C:12]([CH2:15][CH2:16][C:17]2[CH:30]=[CH:29][C:20]([O:21][CH2:22][CH2:23]OS(C)(=O)=O)=[CH:19][CH:18]=2)=[CH:11][CH:10]=1)[C:2]1[CH:7]=[CH:6][CH:5]=[CH:4][CH:3]=1.C(=O)([O-])[O-].[K+].[K+].[NH:37]1[CH2:41][CH2:40][CH2:39][CH2:38]1. Product: [CH2:1]([O:8][C:9]1[N:14]=[N:13][C:12]([CH2:15][CH2:16][C:17]2[CH:18]=[CH:19][C:20]([O:21][CH2:22][CH2:23][N:37]3[CH2:41][CH2:40][CH2:39][CH2:38]3)=[CH:29][CH:30]=2)=[CH:11][CH:10]=1)[C:2]1[CH:3]=[CH:4][CH:5]=[CH:6][CH:7]=1. The catalyst class is: 95. (5) Reactant: [CH2:1]([O:7][C:8]1[CH:13]=[CH:12][C:11]([CH2:14][CH2:15][C:16]([NH:18][NH2:19])=[O:17])=[CH:10][CH:9]=1)[CH2:2][CH2:3][CH2:4][CH2:5][CH3:6].[CH3:20][O:21][C:22]([C:24]1[CH:32]=[CH:31][C:27]([C:28](Cl)=[O:29])=[CH:26][CH:25]=1)=[O:23]. Product: [CH2:1]([O:7][C:8]1[CH:9]=[CH:10][C:11]([CH2:14][CH2:15][C:16]([NH:18][NH:19][C:28](=[O:29])[C:27]2[CH:26]=[CH:25][C:24]([C:22]([O:21][CH3:20])=[O:23])=[CH:32][CH:31]=2)=[O:17])=[CH:12][CH:13]=1)[CH2:2][CH2:3][CH2:4][CH2:5][CH3:6]. The catalyst class is: 860.